Dataset: Forward reaction prediction with 1.9M reactions from USPTO patents (1976-2016). Task: Predict the product of the given reaction. (1) Given the reactants [NH2:1][C:2]1[N:3]=[CH:4][C:5]2[S:10][CH:9]=[C:8]([C:11]3[CH:12]=[C:13]([CH:20]=[CH:21][CH:22]=3)[C:14]([NH:16][CH:17]3[CH2:19][CH2:18]3)=[O:15])[C:6]=2[N:7]=1.Cl[C:24]1[N:29]=[C:28]([CH3:30])[N:27]=[C:26]([N:31]2[CH2:36][CH2:35][N:34]([CH2:37][CH2:38][OH:39])[CH2:33][CH2:32]2)[CH:25]=1, predict the reaction product. The product is: [CH:17]1([NH:16][C:14](=[O:15])[C:13]2[CH:20]=[CH:21][CH:22]=[C:11]([C:8]3[C:6]4[N:7]=[C:2]([NH:1][C:24]5[CH:25]=[C:26]([N:31]6[CH2:36][CH2:35][N:34]([CH2:37][CH2:38][OH:39])[CH2:33][CH2:32]6)[N:27]=[C:28]([CH3:30])[N:29]=5)[N:3]=[CH:4][C:5]=4[S:10][CH:9]=3)[CH:12]=2)[CH2:18][CH2:19]1. (2) Given the reactants C([O:5]C(=O)[NH:7][CH:8]1[CH2:13][CH2:12][CH:11]([CH2:14][NH:15][C:16]2[C:21]([N+:22]([O-:24])=[O:23])=[CH:20][N:19]=[C:18]([NH:25][CH2:26][C:27]3[C:36]4[C:31](=[CH:32][CH:33]=[CH:34][CH:35]=4)[CH:30]=[CH:29][N:28]=3)[N:17]=2)[CH2:10][CH2:9]1)(C)(C)C.C(O)(C(F)(F)F)=O.C([O-])([O-])=O.[Na+].[Na+], predict the reaction product. The product is: [NH4+:7].[OH-:5].[NH2:7][C@H:8]1[CH2:9][CH2:10][C@H:11]([CH2:14][NH:15][C:16]2[C:21]([N+:22]([O-:24])=[O:23])=[CH:20][N:19]=[C:18]([NH:25][CH2:26][C:27]3[C:36]4[C:31](=[CH:32][CH:33]=[CH:34][CH:35]=4)[CH:30]=[CH:29][N:28]=3)[N:17]=2)[CH2:12][CH2:13]1. (3) Given the reactants [H-].[Al+3].[H-].[H-].C[O:6][C:7](=O)[C:8]1[CH:13]=[C:12]([CH:14]([O:17][CH3:18])[O:15][CH3:16])[CH:11]=[CH:10][C:9]=1[O:19][CH2:20][C:21]1[CH:26]=[CH:25][CH:24]=[CH:23][CH:22]=1.O.[OH-].[Na+], predict the reaction product. The product is: [CH2:20]([O:19][C:9]1[CH:10]=[CH:11][C:12]([CH:14]([O:15][CH3:16])[O:17][CH3:18])=[CH:13][C:8]=1[CH2:7][OH:6])[C:21]1[CH:26]=[CH:25][CH:24]=[CH:23][CH:22]=1.